This data is from Retrosynthesis with 50K atom-mapped reactions and 10 reaction types from USPTO. The task is: Predict the reactants needed to synthesize the given product. The reactants are: BrC(Br)(Br)Br.CCCCC[C@H]1CC[C@H](CCO)CC1. Given the product CCCCC[C@H]1CC[C@H](CCBr)CC1, predict the reactants needed to synthesize it.